This data is from Reaction yield outcomes from USPTO patents with 853,638 reactions. The task is: Predict the reaction yield, written as a fraction of the theoretical maximum amount of product (1.0 means a 100% yield; for example, 0.34 means a 34% yield). The reactants are [F:1][C:2]1[CH:3]=[C:4]([CH2:12][C:13]([OH:15])=[O:14])[CH:5]=[CH:6][C:7]=1[C:8]([F:11])([F:10])[F:9].[CH3:16]O. The catalyst is S(=O)(=O)(O)O. The product is [CH3:16][O:14][C:13](=[O:15])[CH2:12][C:4]1[CH:5]=[CH:6][C:7]([C:8]([F:11])([F:10])[F:9])=[C:2]([F:1])[CH:3]=1. The yield is 0.970.